From a dataset of Reaction yield outcomes from USPTO patents with 853,638 reactions. Predict the reaction yield, written as a fraction of the theoretical maximum amount of product (1.0 means a 100% yield; for example, 0.34 means a 34% yield). (1) The reactants are OO.O.[OH-].[Li+].[CH2:6]([O:26][C@@H:27]([CH2:43][CH3:44])[C:28](N1[C@@H](C)[C@@H](C2C=CC=CC=2)OC1=O)=[O:29])[CH2:7][CH2:8][CH2:9]/[CH:10]=[CH:11]\[CH2:12]/[CH:13]=[CH:14]\[CH2:15]/[CH:16]=[CH:17]\[CH2:18]/[CH:19]=[CH:20]\[CH2:21]/[CH:22]=[CH:23]\[CH2:24][CH3:25].[O-:45]S([O-])=O.[Na+].[Na+].Cl. The catalyst is O1CCCC1.O. The product is [CH2:6]([O:26][C@@H:27]([CH2:43][CH3:44])[C:28]([OH:29])=[O:45])[CH2:7][CH2:8][CH2:9]/[CH:10]=[CH:11]\[CH2:12]/[CH:13]=[CH:14]\[CH2:15]/[CH:16]=[CH:17]\[CH2:18]/[CH:19]=[CH:20]\[CH2:21]/[CH:22]=[CH:23]\[CH2:24][CH3:25]. The yield is 0.600. (2) The reactants are [Cl-].O[NH3+:3].[C:4](=[O:7])([O-])[OH:5].[Na+].CS(C)=O.[CH2:13]([C:17]1[N:18]([CH2:36][C:37]2[CH:42]=[CH:41][C:40]([C:43]3[C:44]([C:49]#[N:50])=[CH:45][CH:46]=[CH:47][CH:48]=3)=[CH:39][CH:38]=2)[C:19](=[O:35])[C:20]([C:26]2[CH:31]=[CH:30][C:29]([O:32][CH2:33][CH3:34])=[CH:28][CH:27]=2)=[C:21]([CH:23]2[CH2:25][CH2:24]2)[N:22]=1)[CH2:14][CH2:15][CH3:16]. The catalyst is O. The product is [CH2:13]([C:17]1[N:18]([CH2:36][C:37]2[CH:38]=[CH:39][C:40]([C:43]3[CH:48]=[CH:47][CH:46]=[CH:45][C:44]=3[C:49]3[NH:3][C:4](=[O:7])[O:5][N:50]=3)=[CH:41][CH:42]=2)[C:19](=[O:35])[C:20]([C:26]2[CH:31]=[CH:30][C:29]([O:32][CH2:33][CH3:34])=[CH:28][CH:27]=2)=[C:21]([CH:23]2[CH2:24][CH2:25]2)[N:22]=1)[CH2:14][CH2:15][CH3:16]. The yield is 0.900. (3) The reactants are Cl.[NH2:2][CH:3]([CH2:7][C:8]1[CH:13]=[CH:12][CH:11]=[CH:10][C:9]=1[Cl:14])[C:4]([OH:6])=O.C(N(CC)CC)C.[Cl:22][C:23]1[CH:34]=[C:27]2[C:28](OC(=O)[NH:32][C:26]2=[CH:25][CH:24]=1)=[O:29]. The catalyst is C(#N)C.O. The product is [Cl:22][C:23]1[CH:24]=[CH:25][C:26]2[NH:32][C:4](=[O:6])[CH:3]([CH2:7][C:8]3[CH:13]=[CH:12][CH:11]=[CH:10][C:9]=3[Cl:14])[NH:2][C:28](=[O:29])[C:27]=2[CH:34]=1. The yield is 0.560. (4) The reactants are S(C)C.[N+:4]([C:7]1[CH:8]=[CH:9][C:10]2[O:15][CH2:14][C:13](=O)[NH:12][C:11]=2[CH:17]=1)([O-:6])=[O:5]. The catalyst is C1COCC1. The product is [N+:4]([C:7]1[CH:8]=[CH:9][C:10]2[O:15][CH2:14][CH2:13][NH:12][C:11]=2[CH:17]=1)([O-:6])=[O:5]. The yield is 0.890. (5) The reactants are Cl[C:2]1[N:23]=[CH:22][C:5]2[C:6]3[N:7]([CH:11]=[C:12]([C:14]4[N:15]([CH:19]([CH3:21])[CH3:20])[CH:16]=[CH:17][N:18]=4)[N:13]=3)[CH2:8][CH2:9][O:10][C:4]=2[CH:3]=1.C(O)(=O)C. The catalyst is C(O)C.[OH-].[OH-].[Pd+2]. The product is [CH:19]([N:15]1[CH:16]=[CH:17][N:18]=[C:14]1[C:12]1[N:13]=[C:6]2[C:5]3[CH:22]=[N:23][CH:2]=[CH:3][C:4]=3[O:10][CH2:9][CH2:8][N:7]2[CH:11]=1)([CH3:21])[CH3:20]. The yield is 0.390. (6) The reactants are [Cl:1][C:2]1[S:6][C:5]([S:7]([NH:10][C@H:11]([C:17](O)=[O:18])[CH:12]([CH2:15][CH3:16])[CH2:13][CH3:14])(=[O:9])=[O:8])=[CH:4][CH:3]=1. The catalyst is C1COCC1. The product is [Cl:1][C:2]1[S:6][C:5]([S:7]([NH:10][C@H:11]([CH2:17][OH:18])[CH:12]([CH2:13][CH3:14])[CH2:15][CH3:16])(=[O:9])=[O:8])=[CH:4][CH:3]=1. The yield is 0.810. (7) The catalyst is C(Cl)Cl. The reactants are Cl.[CH3:2][NH:3][O:4][CH3:5].CCN(C(C)C)C(C)C.C[Al](C)C.[F:19][C:20]1[CH:25]=[C:24]([I:26])[CH:23]=[CH:22][C:21]=1[N:27]1[CH:32]=[C:31]([O:33][CH3:34])[C:30](=[O:35])[C:29]([C:36]([O:38]C)=O)=[N:28]1. The yield is 0.770. The product is [F:19][C:20]1[CH:25]=[C:24]([I:26])[CH:23]=[CH:22][C:21]=1[N:27]1[CH:32]=[C:31]([O:33][CH3:34])[C:30](=[O:35])[C:29]([C:36]([N:3]([O:4][CH3:5])[CH3:2])=[O:38])=[N:28]1. (8) The reactants are [F:1][C:2]1[C:41]([NH:42][S:43]([CH2:46][CH2:47][CH3:48])(=[O:45])=[O:44])=[CH:40][CH:39]=[C:38]([F:49])[C:3]=1[C:4]([NH:6][C:7]1[CH:8]=[C:9]2[CH:15]=[C:14]([C:16]3[CH2:21][CH2:20][N:19](C(OC(C)(C)C)=O)[CH2:18][CH:17]=3)[N:13]([S:29]([C:32]3[CH:37]=[CH:36][CH:35]=[CH:34][CH:33]=3)(=[O:31])=[O:30])[C:10]2=[N:11][CH:12]=1)=[O:5].FC(F)(F)C(O)=O. The catalyst is C(Cl)Cl. The product is [F:1][C:2]1[C:41]([NH:42][S:43]([CH2:46][CH2:47][CH3:48])(=[O:45])=[O:44])=[CH:40][CH:39]=[C:38]([F:49])[C:3]=1[C:4]([NH:6][C:7]1[CH:8]=[C:9]2[CH:15]=[C:14]([C:16]3[CH2:21][CH2:20][NH:19][CH2:18][CH:17]=3)[N:13]([S:29]([C:32]3[CH:37]=[CH:36][CH:35]=[CH:34][CH:33]=3)(=[O:30])=[O:31])[C:10]2=[N:11][CH:12]=1)=[O:5]. The yield is 0.670.